Dataset: Catalyst prediction with 721,799 reactions and 888 catalyst types from USPTO. Task: Predict which catalyst facilitates the given reaction. (1) Reactant: Br[C:2]1[CH:7]=[CH:6][C:5]([C:8]([NH:11][C:12](=[O:14])[CH3:13])([CH3:10])[CH3:9])=[CH:4][CH:3]=1.CC([O-])=O.[K+].[CH3:20][C:21]1([CH3:37])[C:25]([CH3:27])([CH3:26])[O:24][B:23]([B:23]2[O:24][C:25]([CH3:27])([CH3:26])[C:21]([CH3:37])([CH3:20])[O:22]2)[O:22]1.O. Product: [CH3:20][C:21]1([CH3:37])[C:25]([CH3:27])([CH3:26])[O:24][B:23]([C:2]2[CH:7]=[CH:6][C:5]([C:8]([NH:11][C:12](=[O:14])[CH3:13])([CH3:10])[CH3:9])=[CH:4][CH:3]=2)[O:22]1. The catalyst class is: 75. (2) Reactant: [Li+].CC([N-]C(C)C)C.C1COCC1.C1COCC1.[N:19]1[CH:24]=[CH:23][C:22]([CH3:25])=[CH:21][C:20]=1[CH3:26].[C:27](=O)([O:30]C)[O:28][CH3:29]. Product: [CH3:26][C:20]1[CH:21]=[C:22]([CH2:25][C:27]([O:28][CH3:29])=[O:30])[CH:23]=[CH:24][N:19]=1. The catalyst class is: 6. (3) Reactant: F[B-](F)(F)F.C[O+:7]([CH3:9])[CH3:8].[N+:10]([C:13]1[CH:29]=[CH:28][C:16]([CH2:17][O:18][C:19]([N:21]2C[CH2:25][NH:24][C:23](=O)[CH2:22]2)=[O:20])=[CH:15][CH:14]=1)([O-:12])=[O:11].C(=O)([O-])O.[Na+]. Product: [CH3:8][O:7][CH:9]1[CH2:25][NH:24][CH2:23][CH2:22][N:21]1[C:19]([O:18][CH2:17][C:16]1[CH:15]=[CH:14][C:13]([N+:10]([O-:12])=[O:11])=[CH:29][CH:28]=1)=[O:20]. The catalyst class is: 4. (4) Reactant: [Br:1][C:2]1[CH:14]=[CH:13][C:12]2[C:11]3[C:6](=[CH:7][C:8]([Br:15])=[CH:9][CH:10]=3)[CH2:5][C:4]=2[CH:3]=1.[CH2:16]([CH:18]([CH2:21][CH2:22][CH2:23][CH3:24])[CH2:19]Br)[CH3:17].[OH-].[Na+]. Product: [Br:1][C:2]1[CH:14]=[CH:13][C:12]2[C:11]3[C:6](=[CH:7][C:8]([Br:15])=[CH:9][CH:10]=3)[C:5]([CH2:5][CH:4]([CH2:12][CH3:11])[CH2:3][CH2:2][CH2:14][CH3:13])([CH2:19][CH:18]([CH2:16][CH3:17])[CH2:21][CH2:22][CH2:23][CH3:24])[C:4]=2[CH:3]=1. The catalyst class is: 11. (5) Reactant: O.I([O-])(=O)(=O)=O.[Na+].[NH2:8][C:9]1[CH:19]=[C:18]([CH:20]([OH:23])CO)[C:17]([C:24]([F:27])([F:26])[F:25])=[CH:16][C:10]=1[C:11]([O:13][CH2:14][CH3:15])=[O:12]. Product: [NH2:8][C:9]1[CH:19]=[C:18]([CH:20]=[O:23])[C:17]([C:24]([F:25])([F:26])[F:27])=[CH:16][C:10]=1[C:11]([O:13][CH2:14][CH3:15])=[O:12]. The catalyst class is: 237. (6) Reactant: [C:1]([O:5][C:6](=[O:16])[NH:7][C@H:8]1[CH2:13][CH2:12][C@H:11]([CH:14]=O)[CH2:10][CH2:9]1)([CH3:4])([CH3:3])[CH3:2].[NH2:17][C:18]1[CH:23]=[CH:22][CH:21]=[CH:20][CH:19]=1.C(O[BH-](OC(=O)C)OC(=O)C)(=O)C.[Na+].[OH-].[Na+].CCCC(C)C. Product: [C:1]([O:5][C:6](=[O:16])[NH:7][C@H:8]1[CH2:13][CH2:12][C@H:11]([CH2:14][NH:17][C:18]2[CH:23]=[CH:22][CH:21]=[CH:20][CH:19]=2)[CH2:10][CH2:9]1)([CH3:4])([CH3:3])[CH3:2]. The catalyst class is: 4. (7) Reactant: [OH:1][C:2]1[CH:11]=[CH:10][C:5]([C:6]([O:8][CH3:9])=[O:7])=[CH:4][C:3]=1[C:12](=[NH:14])[CH3:13].C1C(=O)N(Cl)C(=O)C1.C(=O)([O-])[O-].[K+].[K+]. Product: [CH3:13][C:12]1[C:3]2[CH:4]=[C:5]([C:6]([O:8][CH3:9])=[O:7])[CH:10]=[CH:11][C:2]=2[O:1][N:14]=1. The catalyst class is: 7. (8) Reactant: Cl.[F:2][C:3]1[CH:8]=[CH:7][CH:6]=[CH:5][C:4]=1[C:9]1[O:13][N:12]=[C:11]([CH:14]2[CH2:19][CH2:18][CH2:17][NH:16][CH2:15]2)[N:10]=1.[F:20][C:21]1[CH:29]=[CH:28][C:24]([C:25](O)=[O:26])=[C:23]([NH:30][CH3:31])[CH:22]=1.CCN=C=NCCCN(C)C.Cl.C1C=CC2N(O)N=NC=2C=1. Product: [F:20][C:21]1[CH:29]=[CH:28][C:24]([C:25]([N:16]2[CH2:17][CH2:18][CH2:19][CH:14]([C:11]3[N:10]=[C:9]([C:4]4[CH:5]=[CH:6][CH:7]=[CH:8][C:3]=4[F:2])[O:13][N:12]=3)[CH2:15]2)=[O:26])=[C:23]([NH:30][CH3:31])[CH:22]=1. The catalyst class is: 12. (9) Reactant: [CH3:1][C:2]([CH3:8])([CH:6]=[CH2:7])[CH2:3][CH:4]=O.[NH3:9].C1(C)C(S([CH2:19][N+:20]#[C-:21])(=O)=O)=CC=CC=1. Product: [CH3:1][C:2]([CH3:8])([CH:6]=[CH2:7])[CH2:3][C:4]1[N:9]=[CH:19][NH:20][CH:21]=1. The catalyst class is: 5.